Dataset: Peptide-MHC class II binding affinity with 134,281 pairs from IEDB. Task: Regression. Given a peptide amino acid sequence and an MHC pseudo amino acid sequence, predict their binding affinity value. This is MHC class II binding data. (1) The peptide sequence is YDKFLANVSTVWTGK. The MHC is DRB1_0101 with pseudo-sequence DRB1_0101. The binding affinity (normalized) is 0.879. (2) The peptide sequence is EKKYFAATQFEPGAA. The MHC is HLA-DQA10301-DQB10302 with pseudo-sequence HLA-DQA10301-DQB10302. The binding affinity (normalized) is 0.501. (3) The peptide sequence is FTGKDIDCQHSTPGV. The MHC is DRB1_0101 with pseudo-sequence DRB1_0101. The binding affinity (normalized) is 0.258.